This data is from Peptide-MHC class I binding affinity with 185,985 pairs from IEDB/IMGT. The task is: Regression. Given a peptide amino acid sequence and an MHC pseudo amino acid sequence, predict their binding affinity value. This is MHC class I binding data. (1) The peptide sequence is KLIEYSDFA. The MHC is HLA-A02:03 with pseudo-sequence HLA-A02:03. The binding affinity (normalized) is 1.00. (2) The peptide sequence is EPVESCPLM. The MHC is HLA-B35:01 with pseudo-sequence HLA-B35:01. The binding affinity (normalized) is 0.696. (3) The MHC is HLA-A25:01 with pseudo-sequence HLA-A25:01. The peptide sequence is FRLMRTNFL. The binding affinity (normalized) is 0.0847. (4) The peptide sequence is LRYGNVLDV. The MHC is HLA-B51:01 with pseudo-sequence HLA-B51:01. The binding affinity (normalized) is 0.0847. (5) The peptide sequence is SFSFGGFTF. The MHC is HLA-A26:02 with pseudo-sequence HLA-A26:02. The binding affinity (normalized) is 0.305. (6) The peptide sequence is TLKSFFAWS. The MHC is HLA-A02:03 with pseudo-sequence HLA-A02:03. The binding affinity (normalized) is 0.560.